This data is from Retrosynthesis with 50K atom-mapped reactions and 10 reaction types from USPTO. The task is: Predict the reactants needed to synthesize the given product. (1) Given the product CC(=O)[C@H]1[C@H](C(=O)O)C1(C)C, predict the reactants needed to synthesize it. The reactants are: CCOC(=O)C1C(C(C)=O)C1(C)C. (2) The reactants are: CCN.O=C(c1cccs1)c1nc(NCc2cccnc2)nc2cc(Cl)sc12. Given the product CCNc1cc2nc(NCc3cccnc3)nc(C(=O)c3cccs3)c2s1, predict the reactants needed to synthesize it. (3) The reactants are: C#CC(C)(C)O.C1=COCCC1. Given the product C#CC(C)(C)OC1CCCCO1, predict the reactants needed to synthesize it. (4) Given the product O=C(CCCN1CC[C@H]2[C@@H](C1)c1cccc3c1N2CCC3)c1ccc(F)cc1, predict the reactants needed to synthesize it. The reactants are: O=C(CCCCl)c1ccc(F)cc1.c1cc2c3c(c1)[C@@H]1CNCC[C@@H]1N3CCC2. (5) Given the product CC(C)C[C@@H](C(=O)NN(CC(C)C)C(=O)[C@@H](C)O)[C@H](C/C=C/c1ccccc1)C(=O)NO, predict the reactants needed to synthesize it. The reactants are: CC(C)C[C@@H](C(=O)NN(CC(C)C)C(=O)[C@@H](C)O)[C@H](C/C=C/c1ccccc1)C(=O)NOC1CCCCO1. (6) Given the product O=C(c1ccc(OC2CCCCO2)cc1)c1ncco1, predict the reactants needed to synthesize it. The reactants are: OC(c1ccc(OC2CCCCO2)cc1)c1ncco1.